This data is from Forward reaction prediction with 1.9M reactions from USPTO patents (1976-2016). The task is: Predict the product of the given reaction. (1) Given the reactants [C:1]1([C:7]2[C:15]3[C:10](=[CH:11][C:12]([O:16][CH2:17][CH2:18][CH2:19][C:20]4[CH:25]=[CH:24][CH:23]=[CH:22][CH:21]=4)=[CH:13][CH:14]=3)[C:9](=[O:26])[C:8]=2[C:27]([O-:29])=[O:28])[CH:6]=[CH:5][CH:4]=[CH:3][CH:2]=1.C(N(CC)CC)C.[CH:37]1([NH2:43])[CH2:42][CH2:41][CH2:40][CH2:39][CH2:38]1.O=C1N(P(Cl)(N2CCOC2=O)=O)CCO1.Cl, predict the reaction product. The product is: [CH:37]1([NH-:43])[CH2:42][CH2:41][CH2:40][CH2:39][CH2:38]1.[C:1]1([C:7]2[C:15]3[C:10](=[CH:11][C:12]([O:16][CH2:17][CH2:18][CH2:19][C:20]4[CH:25]=[CH:24][CH:23]=[CH:22][CH:21]=4)=[CH:13][CH:14]=3)[C:9](=[O:26])[C:8]=2[C:27]([O-:29])=[O:28])[CH:2]=[CH:3][CH:4]=[CH:5][CH:6]=1. (2) Given the reactants [CH2:1]([CH2:3][NH2:4])[OH:2].Br[CH2:6][CH2:7][O:8][C:9]1[CH:14]=[CH:13][CH:12]=[CH:11][CH:10]=1, predict the reaction product. The product is: [O:8]([CH2:7][CH2:6][NH:4][CH2:3][CH2:1][OH:2])[C:9]1[CH:14]=[CH:13][CH:12]=[CH:11][CH:10]=1.